From a dataset of Reaction yield outcomes from USPTO patents with 853,638 reactions. Predict the reaction yield, written as a fraction of the theoretical maximum amount of product (1.0 means a 100% yield; for example, 0.34 means a 34% yield). The reactants are Cl[C:2]1[CH:3]=[C:4]([CH:9]=[CH:10][CH:11]=1)[C:5]([O:7]O)=O.[N:12]1([C:18]([O-:20])=O)[CH2:17][CH2:16][CH:15]=[CH:14][CH2:13]1.CC[O:23]CC. The catalyst is C(Cl)Cl. The product is [CH:14]12[O:23][CH:15]1[CH2:16][CH2:17][N:12]([C:18]([O:7][CH2:5][C:4]1[CH:3]=[CH:2][CH:11]=[CH:10][CH:9]=1)=[O:20])[CH2:13]2. The yield is 0.990.